Dataset: Full USPTO retrosynthesis dataset with 1.9M reactions from patents (1976-2016). Task: Predict the reactants needed to synthesize the given product. (1) Given the product [CH3:1][O:2][C:3]1[CH:8]=[C:7]([CH3:9])[C:6]([S:10]([N:13]2[CH2:18][CH2:17][CH2:16][CH2:15][CH:14]2[CH2:19][CH2:20][CH2:21][S:22]([N:41]2[CH2:40][CH2:39][C:36]3([CH2:37][CH2:38][N:33]([C:30]4[CH:31]=[CH:32][N:27]=[CH:28][CH:29]=4)[CH2:34][CH2:35]3)[CH2:43][CH2:42]2)(=[O:24])=[O:23])(=[O:12])=[O:11])=[C:5]([CH3:26])[CH:4]=1, predict the reactants needed to synthesize it. The reactants are: [CH3:1][O:2][C:3]1[CH:8]=[C:7]([CH3:9])[C:6]([S:10]([N:13]2[CH2:18][CH2:17][CH2:16][CH2:15][CH:14]2[CH2:19][CH2:20][CH2:21][S:22](Cl)(=[O:24])=[O:23])(=[O:12])=[O:11])=[C:5]([CH3:26])[CH:4]=1.[N:27]1[CH:32]=[CH:31][C:30]([N:33]2[CH2:38][CH2:37][C:36]3([CH2:43][CH2:42][NH:41][CH2:40][CH2:39]3)[CH2:35][CH2:34]2)=[CH:29][CH:28]=1.CCN(C(C)C)C(C)C. (2) Given the product [CH3:1][C:2]1([CH3:24])[CH2:23][N:6]2[C:7]3[CH:8]=[CH:9][C:10]([C:19]([OH:21])=[O:20])=[CH:11][C:12]=3[C:13]3([O:14][CH2:15][CH2:16][CH2:17][O:18]3)[C:5]2=[N:4][CH2:3]1, predict the reactants needed to synthesize it. The reactants are: [CH3:1][C:2]1([CH3:24])[CH2:23][N:6]2[C:7]3[CH:8]=[CH:9][C:10]([C:19]([O:21]C)=[O:20])=[CH:11][C:12]=3[C:13]3([O:18][CH2:17][CH2:16][CH2:15][O:14]3)[C:5]2=[N:4][CH2:3]1.CCO.[OH-].[Na+].O.